This data is from Catalyst prediction with 721,799 reactions and 888 catalyst types from USPTO. The task is: Predict which catalyst facilitates the given reaction. (1) Reactant: [CH2:1]([C:11]1[NH:15][C:14]2[CH:16]=[CH:17][CH:18]=[CH:19][C:13]=2[N:12]=1)[C:2]1[NH:6][C:5]2[CH:7]=[CH:8][CH:9]=[CH:10][C:4]=2[N:3]=1.C(=O)([O-])[O-].[K+].[K+].[CH2:26](Cl)[C:27]1[CH:32]=[CH:31][CH:30]=[CH:29][CH:28]=1. Product: [CH2:1]([C:2]1[N:6]([CH2:26][C:27]2[CH:32]=[CH:31][CH:30]=[CH:29][CH:28]=2)[C:5]2[CH:7]=[CH:8][CH:9]=[CH:10][C:4]=2[N:3]=1)[C:11]1[N:12]([CH2:26][C:27]2[CH:32]=[CH:31][CH:30]=[CH:29][CH:28]=2)[C:13]2[CH:19]=[CH:18][CH:17]=[CH:16][C:14]=2[N:15]=1. The catalyst class is: 9. (2) Reactant: [N+:1]([C:4]1[C:14]2[NH:13][CH2:12][CH2:11][O:10][C:9](=[O:15])[C:8]=2[CH:7]=[CH:6][CH:5]=1)([O-])=O. Product: [NH2:1][C:4]1[C:14]2[NH:13][CH2:12][CH2:11][O:10][C:9](=[O:15])[C:8]=2[CH:7]=[CH:6][CH:5]=1. The catalyst class is: 19. (3) Reactant: [CH3:1][C:2]([S:21]([CH3:24])(=[O:23])=[O:22])([CH2:6][CH2:7][C:8]1[CH:13]=[CH:12][C:11]([S:14][C:15]2[CH:20]=[CH:19][CH:18]=[CH:17][CH:16]=2)=[CH:10][CH:9]=1)[C:3](O)=[O:4].O.ON1C2C=CC=CC=2N=N1.C(N(CC)CC)C.[O:43]1[CH2:48][CH2:47][CH2:46][CH2:45][CH:44]1[O:49][NH2:50]. Product: [CH3:1][C:2]([S:21]([CH3:24])(=[O:22])=[O:23])([CH2:6][CH2:7][C:8]1[CH:13]=[CH:12][C:11]([S:14][C:15]2[CH:20]=[CH:19][CH:18]=[CH:17][CH:16]=2)=[CH:10][CH:9]=1)[C:3]([NH:50][O:49][CH:44]1[CH2:45][CH2:46][CH2:47][CH2:48][O:43]1)=[O:4]. The catalyst class is: 34. (4) Reactant: [CH2:1]([O:8][C:9]1[CH:10]=[C:11]([CH:14]=[CH:15][C:16]=1[CH3:17])[CH:12]=O)[C:2]1[CH:7]=[CH:6][CH:5]=[CH:4][CH:3]=1.C1(P(=[CH:37][C:38]([O:40][CH2:41][CH3:42])=[O:39])(C2C=CC=CC=2)C2C=CC=CC=2)C=CC=CC=1. Product: [CH2:1]([O:8][C:9]1[CH:10]=[C:11]([CH:12]=[CH:37][C:38]([O:40][CH2:41][CH3:42])=[O:39])[CH:14]=[CH:15][C:16]=1[CH3:17])[C:2]1[CH:7]=[CH:6][CH:5]=[CH:4][CH:3]=1. The catalyst class is: 11. (5) Reactant: [Cl:1][C:2]1[CH:18]=[CH:17][C:5]2[CH2:6][CH2:7][N:8](C(=O)C(F)(F)F)[CH2:9][CH2:10][C:4]=2[C:3]=1[NH:19][CH2:20][C:21]1[CH:26]=[CH:25][C:24]([CH2:27][NH:28][C:29]([CH:31]2[CH2:33][CH2:32]2)=[O:30])=[CH:23][CH:22]=1.O[Li].O. Product: [Cl:1][C:2]1[CH:18]=[CH:17][C:5]2[CH2:6][CH2:7][NH:8][CH2:9][CH2:10][C:4]=2[C:3]=1[NH:19][CH2:20][C:21]1[CH:22]=[CH:23][C:24]([CH2:27][NH:28][C:29]([CH:31]2[CH2:32][CH2:33]2)=[O:30])=[CH:25][CH:26]=1. The catalyst class is: 5. (6) Reactant: C(NC(C)C)(C)C.C([Li])CCC.[O:13]=[C:14]1[CH2:19][CH2:18][N:17]([C:20]([O:22][C:23]([CH3:26])([CH3:25])[CH3:24])=[O:21])[CH2:16][CH2:15]1.C1C=CC(N([S:34]([C:37]([F:40])([F:39])[F:38])(=[O:36])=[O:35])[S:34]([C:37]([F:40])([F:39])[F:38])(=[O:36])=[O:35])=CC=1. Product: [F:38][C:37]([F:40])([F:39])[S:34]([O:13][C:14]1[CH2:15][CH2:16][N:17]([C:20]([O:22][C:23]([CH3:26])([CH3:25])[CH3:24])=[O:21])[CH2:18][CH:19]=1)(=[O:36])=[O:35]. The catalyst class is: 7. (7) Reactant: Cl[C:2]1[N:7]=[C:6]([C:8]2[S:12][C:11]([N:13]3[CH2:18][CH2:17][O:16][CH2:15][CH2:14]3)=[N:10][C:9]=2[C:19]2[C:20]([F:34])=[C:21]([NH:25][S:26]([C:29]3[CH:33]=[CH:32][O:31][CH:30]=3)(=[O:28])=[O:27])[CH:22]=[CH:23][CH:24]=2)[CH:5]=[CH:4][N:3]=1.[OH-].[NH4+:36]. Product: [NH2:36][C:2]1[N:7]=[C:6]([C:8]2[S:12][C:11]([N:13]3[CH2:18][CH2:17][O:16][CH2:15][CH2:14]3)=[N:10][C:9]=2[C:19]2[C:20]([F:34])=[C:21]([NH:25][S:26]([C:29]3[CH:33]=[CH:32][O:31][CH:30]=3)(=[O:28])=[O:27])[CH:22]=[CH:23][CH:24]=2)[CH:5]=[CH:4][N:3]=1. The catalyst class is: 12. (8) The catalyst class is: 250. Reactant: [NH2:1][C:2]1[CH:3]=[N:4][C:5]([C:8]([OH:10])=[O:9])=[N:6][CH:7]=1.S(Cl)(Cl)=O.[CH3:15]O. Product: [NH2:1][C:2]1[CH:3]=[N:4][C:5]([C:8]([O:10][CH3:15])=[O:9])=[N:6][CH:7]=1. (9) Product: [O:14]=[C:12]1[C:11]2[CH:15]=[CH:16][N:17]=[CH:18][C:10]=2[O:9][C:8]2[C:19]1=[CH:20][C:5]([C:3]([O:2][CH3:1])=[O:4])=[CH:6][CH:7]=2. The catalyst class is: 5. Reactant: [CH3:1][O:2][C:3]([C:5]1[CH:20]=[CH:19][C:8]([O:9][C:10]2[CH:18]=[N:17][CH:16]=[CH:15][C:11]=2[C:12]([OH:14])=O)=[CH:7][CH:6]=1)=[O:4].CS(O)(=O)=O.O=P12OP3(OP(OP(O3)(O1)=O)(=O)O2)=O.O.N. (10) Reactant: [Cl:1][C:2]1[C:6]([Cl:7])=[C:5]([C:8]([OH:10])=O)[S:4][N:3]=1.C(Cl)(=O)C([Cl:14])=O. Product: [Cl:1][C:2]1[C:6]([Cl:7])=[C:5]([C:8]([Cl:14])=[O:10])[S:4][N:3]=1. The catalyst class is: 9.